From a dataset of Catalyst prediction with 721,799 reactions and 888 catalyst types from USPTO. Predict which catalyst facilitates the given reaction. (1) Reactant: C([O:7][CH2:8][CH2:9][C@H:10]1[C@H:14]([CH2:15][C:16]2[CH:21]=[CH:20][CH:19]=[CH:18][CH:17]=2)[O:13][C:12]([CH2:24][CH3:25])([CH2:22][CH3:23])[O:11]1)(=O)C(C)(C)C.C[O-].[Na+]. Product: [CH2:15]([C@@H:14]1[O:13][C:12]([CH2:22][CH3:23])([CH2:24][CH3:25])[O:11][C@H:10]1[CH2:9][CH2:8][OH:7])[C:16]1[CH:17]=[CH:18][CH:19]=[CH:20][CH:21]=1. The catalyst class is: 191. (2) Reactant: [F:1][C:2]([F:12])([F:11])[CH:3]([C:7]([F:10])([F:9])[F:8])[C:4](O)=[O:5].C(Cl)(C(Cl)=O)=O.[NH2:19][CH2:20][C:21]1[CH:26]=[CH:25][CH:24]=[CH:23][CH:22]=1.CCN(C(C)C)C(C)C. Product: [CH2:20]([NH:19][C:4](=[O:5])[CH:3]([C:7]([F:10])([F:9])[F:8])[C:2]([F:12])([F:11])[F:1])[C:21]1[CH:26]=[CH:25][CH:24]=[CH:23][CH:22]=1. The catalyst class is: 2. (3) Reactant: [Br:1][C:2]1[C:3]([CH3:9])=[C:4]([NH2:8])[CH:5]=[N:6][CH:7]=1.C[Si]([N-][Si](C)(C)C)(C)C.[Na+].[C:20](O[C:20]([O:22][C:23]([CH3:26])([CH3:25])[CH3:24])=[O:21])([O:22][C:23]([CH3:26])([CH3:25])[CH3:24])=[O:21]. Product: [C:23]([O:22][C:20](=[O:21])[NH:8][C:4]1[CH:5]=[N:6][CH:7]=[C:2]([Br:1])[C:3]=1[CH3:9])([CH3:26])([CH3:25])[CH3:24]. The catalyst class is: 7.